The task is: Regression. Given a peptide amino acid sequence and an MHC pseudo amino acid sequence, predict their binding affinity value. This is MHC class II binding data.. This data is from Peptide-MHC class II binding affinity with 134,281 pairs from IEDB. The binding affinity (normalized) is 0.455. The peptide sequence is KNPTDTGHGTVVMQV. The MHC is HLA-DQA10201-DQB10303 with pseudo-sequence HLA-DQA10201-DQB10303.